From a dataset of Catalyst prediction with 721,799 reactions and 888 catalyst types from USPTO. Predict which catalyst facilitates the given reaction. (1) Reactant: [CH2:1]([O:8][C:9]1[CH:14]=[CH:13][C:12]([CH:15](C(OCC)=O)[C:16]([O:18]CC)=[O:17])=[C:11]([N+:26]([O-:28])=[O:27])[CH:10]=1)[C:2]1[CH:7]=[CH:6][CH:5]=[CH:4][CH:3]=1.[OH-].[Na+].Cl. Product: [CH2:1]([O:8][C:9]1[CH:14]=[CH:13][C:12]([CH2:15][C:16]([OH:18])=[O:17])=[C:11]([N+:26]([O-:28])=[O:27])[CH:10]=1)[C:2]1[CH:3]=[CH:4][CH:5]=[CH:6][CH:7]=1. The catalyst class is: 22. (2) Reactant: Cl.[CH2:2]([O:9][C:10]1[C:11]([C:24]([O:26][C:27]([CH3:30])([CH3:29])[CH3:28])=[O:25])=[N:12][C:13]([CH2:17][CH:18]2[CH2:23][CH2:22][NH:21][CH2:20][CH2:19]2)=[N:14][C:15]=1[CH3:16])[C:3]1[CH:8]=[CH:7][CH:6]=[CH:5][CH:4]=1.Br[C:32]1[CH:37]=[CH:36][C:35]([C:38]2[CH:43]=[CH:42][C:41]([CH2:44][O:45][Si:46]([C:49]([CH3:52])([CH3:51])[CH3:50])([CH3:48])[CH3:47])=[CH:40][CH:39]=2)=[CH:34][CH:33]=1.CC(C)([O-])C.[Na+].C1(P(C2CCCCC2)C2C=CC=CC=2C2C(C(C)C)=CC(C(C)C)=CC=2C(C)C)CCCCC1. Product: [CH2:2]([O:9][C:10]1[C:11]([C:24]([O:26][C:27]([CH3:30])([CH3:29])[CH3:28])=[O:25])=[N:12][C:13]([CH2:17][CH:18]2[CH2:23][CH2:22][N:21]([C:32]3[CH:33]=[CH:34][C:35]([C:38]4[CH:43]=[CH:42][C:41]([CH2:44][O:45][Si:46]([C:49]([CH3:52])([CH3:51])[CH3:50])([CH3:47])[CH3:48])=[CH:40][CH:39]=4)=[CH:36][CH:37]=3)[CH2:20][CH2:19]2)=[N:14][C:15]=1[CH3:16])[C:3]1[CH:4]=[CH:5][CH:6]=[CH:7][CH:8]=1. The catalyst class is: 101. (3) Reactant: [CH3:1][C:2]1[CH:7]=[CH:6][C:5]([C:8]([C:10]2[S:14][C:13]([NH2:15])=[N:12][C:11]=2[C:16]2[O:17][CH:18]=[CH:19][CH:20]=2)=[O:9])=[CH:4][N:3]=1.[C:21](O)(=[O:28])[C:22]1[CH:27]=[CH:26][N:25]=[CH:24][CH:23]=1.CCN=C=NCCCN(C)C.Cl.O.ON1C2C=CC=CC=2N=N1. Product: [O:17]1[CH:18]=[CH:19][CH:20]=[C:16]1[C:11]1[N:12]=[C:13]([NH:15][C:21]([C:22]2[CH:27]=[CH:26][N:25]=[CH:24][CH:23]=2)=[O:28])[S:14][C:10]=1[C:8]([C:5]1[CH:6]=[CH:7][C:2]([CH3:1])=[N:3][CH:4]=1)=[O:9]. The catalyst class is: 18. (4) Reactant: [CH3:1][N:2]1[C:7](=[O:8])[CH:6]=[CH:5][C:4]([N:9]2[CH2:14][CH2:13][CH:12]([CH2:15][N:16]3[CH2:21][CH2:20][NH:19][CH2:18][C:17]3=[O:22])[CH2:11][CH2:10]2)=[N:3]1.C(N(CC)CC)C.[C:30]1([S:36]([N:39]2[C:47]3[C:42](=[CH:43][CH:44]=[C:45]([S:48](Cl)(=[O:50])=[O:49])[CH:46]=3)[C:41]([Cl:52])=[CH:40]2)(=[O:38])=[O:37])[CH:35]=[CH:34][CH:33]=[CH:32][CH:31]=1.O.ClCCl. Product: [C:30]1([S:36]([N:39]2[C:47]3[C:42](=[CH:43][CH:44]=[C:45]([S:48]([N:19]4[CH2:20][CH2:21][N:16]([CH2:15][CH:12]5[CH2:13][CH2:14][N:9]([C:4]6[CH:5]=[CH:6][C:7](=[O:8])[N:2]([CH3:1])[N:3]=6)[CH2:10][CH2:11]5)[C:17](=[O:22])[CH2:18]4)(=[O:49])=[O:50])[CH:46]=3)[C:41]([Cl:52])=[CH:40]2)(=[O:37])=[O:38])[CH:31]=[CH:32][CH:33]=[CH:34][CH:35]=1. The catalyst class is: 204. (5) Reactant: [CH3:1][C:2]1[CH:3]=[C:4]([CH:13]=[CH:14][CH:15]=1)[C:5]([C:7]1[CH:12]=[CH:11][CH:10]=[CH:9][CH:8]=1)=[O:6].[Br:16]N1C(=O)CCC1=O.N(C(C)(C)C#N)=NC(C)(C)C#N. Product: [Br:16][CH2:1][C:2]1[CH:3]=[C:4]([CH:13]=[CH:14][CH:15]=1)[C:5]([C:7]1[CH:12]=[CH:11][CH:10]=[CH:9][CH:8]=1)=[O:6]. The catalyst class is: 53. (6) The catalyst class is: 46. Product: [Cl:1][C:2]1[CH:3]=[C:4]([CH:12]([O:16][CH:17]2[CH2:22][CH2:21][CH2:20][CH:19]=[CH:18]2)[C:13]([NH:23][C:24]2[S:25][CH:26]=[CH:27][N:28]=2)=[O:15])[CH:5]=[CH:6][C:7]=1[S:8]([CH3:11])(=[O:10])=[O:9]. Reactant: [Cl:1][C:2]1[CH:3]=[C:4]([CH:12]([O:16][CH:17]2[CH2:22][CH2:21][CH2:20][CH:19]=[CH:18]2)[C:13]([OH:15])=O)[CH:5]=[CH:6][C:7]=1[S:8]([CH3:11])(=[O:10])=[O:9].[NH2:23][C:24]1[S:25][CH:26]=[CH:27][N:28]=1.CN([P+](ON1N=NC2C=CC=CC1=2)(N(C)C)N(C)C)C.F[P-](F)(F)(F)(F)F.C(N(CC)CC)C. (7) Product: [C:15]([C:14]1[C:13](=[O:17])[NH:24][C:22]([NH:21][CH:18]2[CH2:20][CH2:19]2)=[N:23][C:8]=1[C:6]1[CH:7]=[C:2]([Cl:1])[CH:3]=[N:4][CH:5]=1)#[N:16]. The catalyst class is: 8. Reactant: [Cl:1][C:2]1[CH:3]=[N:4][CH:5]=[C:6]([CH:8]=O)[CH:7]=1.C(O[C:13](=[O:17])[CH2:14][C:15]#[N:16])C.[CH:18]1([NH:21][C:22]([NH2:24])=[NH:23])[CH2:20][CH2:19]1.Cl.C(=O)([O-])[O-].[K+].[K+]. (8) Reactant: Cl.[CH3:2][O:3][C:4](=[O:10])[C@H:5]([CH:7]([CH3:9])[CH3:8])[NH2:6].[O-]S([O-])(=O)=O.[Mg+2].CCN(CC)CC.[CH:24]([C:26]1[CH:31]=[CH:30][C:29]([B:32]([OH:34])[OH:33])=[CH:28][CH:27]=1)=O. Product: [CH3:2][O:3][C:4]([C@@H:5]([NH:6][CH2:24][C:26]1[CH:31]=[CH:30][C:29]([B:32]([OH:34])[OH:33])=[CH:28][CH:27]=1)[CH:7]([CH3:9])[CH3:8])=[O:10]. The catalyst class is: 1. (9) Reactant: [C:1]([O:5][C:6]([NH:8][C@H:9]([C:17]([OH:19])=O)[CH2:10][C:11]1[CH:16]=[CH:15][CH:14]=[CH:13][CH:12]=1)=[O:7])([CH3:4])([CH3:3])[CH3:2].Cl.[O:21]1[CH2:26][CH2:25][CH2:24][CH2:23][NH:22]1.Cl.CN(C)CCCN=C=NCC.O.ON1C2C=CC=CC=2N=N1.C(N(CC)C(C)C)(C)C.[Cl-].[NH4+]. Product: [C:1]([O:5][C:6](=[O:7])[NH:8][C@@H:9]([CH2:10][C:11]1[CH:12]=[CH:13][CH:14]=[CH:15][CH:16]=1)[C:17]([N:22]1[CH2:23][CH2:24][CH2:25][CH2:26][O:21]1)=[O:19])([CH3:2])([CH3:3])[CH3:4]. The catalyst class is: 39.